Task: Predict the reactants needed to synthesize the given product.. Dataset: Full USPTO retrosynthesis dataset with 1.9M reactions from patents (1976-2016) Given the product [CH2:1]([N:8]1[C:25](=[O:26])[CH2:24][O:16][C:13]([CH3:14])([CH3:15])[C@H:9]1[C:10]([OH:12])=[O:11])[C:2]1[CH:7]=[CH:6][CH:5]=[CH:4][CH:3]=1, predict the reactants needed to synthesize it. The reactants are: [CH2:1]([NH:8][C@@H:9]([C:13]([OH:16])([CH3:15])[CH3:14])[C:10]([OH:12])=[O:11])[C:2]1[CH:7]=[CH:6][CH:5]=[CH:4][CH:3]=1.C(=O)([O-])[O-].[K+].[K+].Cl[CH2:24][C:25](Cl)=[O:26].[OH-].[Na+].